Dataset: Reaction yield outcomes from USPTO patents with 853,638 reactions. Task: Predict the reaction yield, written as a fraction of the theoretical maximum amount of product (1.0 means a 100% yield; for example, 0.34 means a 34% yield). (1) The reactants are [CH3:1][N:2]1[CH2:29][CH2:28][CH2:27][C@@:3]1([CH3:30])[C:4]([NH:6][C@H:7]([C:11]([N:13]([C@@H:15]([C@@H:23]([CH3:26])[CH2:24][CH3:25])[C@H:16]([O:21][CH3:22])[CH2:17][C:18]([OH:20])=[O:19])[CH3:14])=[O:12])[CH:8]([CH3:10])[CH3:9])=[O:5].N1C=CC=CC=1.FC(F)(F)C(O[C:42]1[C:47]([F:48])=[C:46]([F:49])[C:45]([F:50])=[C:44]([F:51])[C:43]=1[F:52])=O. The catalyst is ClCCl. The product is [CH3:1][N:2]1[CH2:29][CH2:28][CH2:27][C@@:3]1([CH3:30])[C:4]([NH:6][C@H:7]([C:11]([N:13]([C@@H:15]([C@@H:23]([CH3:26])[CH2:24][CH3:25])[C@H:16]([O:21][CH3:22])[CH2:17][C:18](=[O:20])[O:19][C:42]1[C:43]([F:52])=[C:44]([F:51])[C:45]([F:50])=[C:46]([F:49])[C:47]=1[F:48])[CH3:14])=[O:12])[CH:8]([CH3:10])[CH3:9])=[O:5]. The yield is 0.820. (2) The reactants are Br[C:2]1[CH:7]=[CH:6][C:5]([S:8]([F:13])([F:12])([F:11])([F:10])[F:9])=[CH:4][CH:3]=1.[F:14][C:15]1[CH:20]=[C:19]([CH2:21][C@H:22]([C:24]2[CH:29]=[CH:28][CH:27]=[CH:26][CH:25]=2)[CH3:23])[CH:18]=[C:17]([F:30])[C:16]=1OB(O)O.C1([C@H](C)CC2C=CC(OB(O)O)=CC=2)C=CC=CC=1. No catalyst specified. The product is [F:14][C:15]1[CH:20]=[C:19]([CH2:21][C@H:22]([C:24]2[CH:25]=[CH:26][CH:27]=[CH:28][CH:29]=2)[CH3:23])[CH:18]=[C:17]([F:30])[C:16]=1[C:2]1[CH:7]=[CH:6][C:5]([S:8]([F:13])([F:12])([F:11])([F:10])[F:9])=[CH:4][CH:3]=1. The yield is 0.430. (3) The reactants are C([Li])CCC.Br[C:7]1[CH:12]=[CH:11][CH:10]=[C:9]([Br:13])[CH:8]=1.[F:14][C:15]([F:25])([F:24])[C:16]1[C:17]([CH:22]=[O:23])=[N:18][CH:19]=[CH:20][CH:21]=1.C(O)(=O)CC(CC(O)=O)(C(O)=O)O. The catalyst is ClCCl.C1COCC1. The product is [Br:13][C:9]1[CH:8]=[C:7]([CH:22]([C:17]2[C:16]([C:15]([F:25])([F:14])[F:24])=[CH:21][CH:20]=[CH:19][N:18]=2)[OH:23])[CH:12]=[CH:11][CH:10]=1. The yield is 0.580. (4) The reactants are [CH3:1][O:2][C:3]([NH:5][C@@H:6]([CH:56]([CH3:58])[CH3:57])[C:7]([N:9]1[CH2:13][C@@H:12]([S:14][CH3:15])[CH2:11][C@H:10]1[C:16]1[NH:17][C:18]([C:21]2[CH:26]=[CH:25][C:24]([C:27]3[CH:32]=[CH:31][C:30]([C:33]4[NH:37][C:36]([C@@H:38]5[CH2:42][C@H:41]([CH2:43][O:44][CH3:45])[CH2:40][N:39]5C(OCC5C=CC=CC=5)=O)=[N:35][CH:34]=4)=[CH:29][CH:28]=3)=[CH:23][CH:22]=2)=[CH:19][N:20]=1)=[O:8])=[O:4].Br.[C:60]([O:64][C:65]([NH:67][C@H:68]([C:72]1[CH:77]=[CH:76][CH:75]=[CH:74][CH:73]=1)[C:69]([OH:71])=O)=[O:66])([CH3:63])([CH3:62])[CH3:61].CCOC(C(C#N)=NOC(N1CCOCC1)=[N+](C)C)=O.F[P-](F)(F)(F)(F)F.CCN(C(C)C)C(C)C. The catalyst is C(Cl)Cl.CCOC(C)=O.CN(C=O)C.CO. The product is [C:60]([O:64][C:65]([NH:67][C@H:68]([C:72]1[CH:77]=[CH:76][CH:75]=[CH:74][CH:73]=1)[C:69]([N:39]1[CH2:40][C@@H:41]([CH2:43][O:44][CH3:45])[CH2:42][C@H:38]1[C:36]1[NH:37][C:33]([C:30]2[CH:29]=[CH:28][C:27]([C:24]3[CH:25]=[CH:26][C:21]([C:18]4[NH:17][C:16]([C@@H:10]5[CH2:11][C@H:12]([S:14][CH3:15])[CH2:13][N:9]5[C:7](=[O:8])[C@@H:6]([NH:5][C:3](=[O:4])[O:2][CH3:1])[CH:56]([CH3:58])[CH3:57])=[N:20][CH:19]=4)=[CH:22][CH:23]=3)=[CH:32][CH:31]=2)=[CH:34][N:35]=1)=[O:71])=[O:66])([CH3:61])([CH3:62])[CH3:63]. The yield is 0.730. (5) The reactants are [Cl:1][C:2]1[N:7]=[CH:6][C:5]([NH:8][C:9]2[C:14]([C:15]3[N:20]=[C:19]([CH3:21])[N:18]=[C:17]([N:22](CC4C=CC(OC)=CC=4)CC4C=CC(OC)=CC=4)[N:16]=3)=[CH:13][C:12]([C@H:41]([N:43]3[CH2:48][CH2:47][N:46]([S:49]([CH3:52])(=[O:51])=[O:50])[CH2:45][CH2:44]3)[CH3:42])=[CH:11][N:10]=2)=[CH:4][C:3]=1[O:53][CH3:54].FC(F)(F)S(O)(=O)=O. The catalyst is C(O)(C(F)(F)F)=O. The product is [Cl:1][C:2]1[N:7]=[CH:6][C:5]([NH:8][C:9]2[C:14]([C:15]3[N:20]=[C:19]([CH3:21])[N:18]=[C:17]([NH2:22])[N:16]=3)=[CH:13][C:12]([C@H:41]([N:43]3[CH2:44][CH2:45][N:46]([S:49]([CH3:52])(=[O:51])=[O:50])[CH2:47][CH2:48]3)[CH3:42])=[CH:11][N:10]=2)=[CH:4][C:3]=1[O:53][CH3:54]. The yield is 0.780. (6) The reactants are [CH2:1]([O:3][C:4]([C:6]1[CH:10]=[C:9]([O:11][CH:12]2[C:17](=O)[CH2:16][CH2:15][O:14][CH2:13]2)[NH:8][N:7]=1)=[O:5])[CH3:2].CS(O)(=O)=O. The catalyst is C(O)(=O)C.C1(C)C=CC=CC=1. The product is [N:7]1[N:8]2[C:9]([O:11][C:12]3[CH2:13][O:14][CH2:15][CH2:16][C:17]=32)=[CH:10][C:6]=1[C:4]([O:3][CH2:1][CH3:2])=[O:5]. The yield is 0.510. (7) The reactants are [CH3:1][C:2]1[N:7]=[C:6]([N:8]2[CH2:13][CH2:12][C:11](=O)[CH2:10][CH2:9]2)[C:5]([N+:15]([O-:17])=[O:16])=[CH:4][CH:3]=1.C1(P(C2C=CC=CC=2)C2C=CC=CC=2)C=CC=CC=1.[Br:37][C:38](Br)(Br)[F:39].C([Zn]CC)C. The catalyst is C1COCC1.CCCCCC. The product is [Br:37][C:38]([F:39])=[C:11]1[CH2:12][CH2:13][N:8]([C:6]2[C:5]([N+:15]([O-:17])=[O:16])=[CH:4][CH:3]=[C:2]([CH3:1])[N:7]=2)[CH2:9][CH2:10]1. The yield is 0.274. (8) The reactants are [OH-].[K+].[NH:3]1[CH2:8][CH2:7][CH2:6][CH2:5][C:4]1=[O:9].[CH2:10](Br)[CH2:11][CH3:12].Br. The catalyst is [Br-].C([N+](CCCC)(CCCC)CCCC)CCC.C1(C)C=CC=CC=1.O. The product is [CH2:10]([N:3]1[CH2:8][CH2:7][CH2:6][CH2:5][C:4]1=[O:9])[CH2:11][CH3:12]. The yield is 0.790. (9) The reactants are [C:1]([C:4]1[S:28][C:7]2=[C:8]([N:12]3[CH2:17][CH2:16][CH:15]([CH2:18][CH2:19][NH:20]C(=O)OC(C)(C)C)[CH2:14][CH2:13]3)[N:9]=[CH:10][CH:11]=[C:6]2[CH:5]=1)(=[O:3])[NH2:2]. The catalyst is Cl.CO. The product is [NH2:20][CH2:19][CH2:18][CH:15]1[CH2:16][CH2:17][N:12]([C:8]2[N:9]=[CH:10][CH:11]=[C:6]3[CH:5]=[C:4]([C:1]([NH2:2])=[O:3])[S:28][C:7]=23)[CH2:13][CH2:14]1. The yield is 0.310. (10) The reactants are [CH3:1][N:2]([CH2:4][C:5]1([C:11]2[CH:16]=[CH:15][C:14]([OH:17])=[CH:13][CH:12]=2)[CH2:10][CH2:9][O:8][CH2:7][CH2:6]1)[CH3:3].Br[CH2:19][CH2:20][CH2:21][CH2:22]Cl.C([O-])([O-])=O.[K+].[K+].[NH:30]1[CH2:34][CH2:33][CH2:32][CH2:31]1. The catalyst is CCO.CN(C=O)C. The product is [CH3:3][N:2]([CH3:1])[CH2:4][C:5]1([C:11]2[CH:16]=[CH:15][C:14]([O:17][CH2:19][CH2:20][CH2:21][CH2:22][N:30]3[CH2:34][CH2:33][CH2:32][CH2:31]3)=[CH:13][CH:12]=2)[CH2:6][CH2:7][O:8][CH2:9][CH2:10]1. The yield is 0.550.